From a dataset of NCI-60 drug combinations with 297,098 pairs across 59 cell lines. Regression. Given two drug SMILES strings and cell line genomic features, predict the synergy score measuring deviation from expected non-interaction effect. (1) Drug 1: CC(CN1CC(=O)NC(=O)C1)N2CC(=O)NC(=O)C2. Cell line: UO-31. Drug 2: CCN(CC)CCNC(=O)C1=C(NC(=C1C)C=C2C3=C(C=CC(=C3)F)NC2=O)C. Synergy scores: CSS=12.4, Synergy_ZIP=-4.52, Synergy_Bliss=-2.35, Synergy_Loewe=0.171, Synergy_HSA=0.201. (2) Drug 1: CC(C)CN1C=NC2=C1C3=CC=CC=C3N=C2N. Drug 2: CC1CCCC2(C(O2)CC(NC(=O)CC(C(C(=O)C(C1O)C)(C)C)O)C(=CC3=CSC(=N3)C)C)C. Cell line: A549. Synergy scores: CSS=52.1, Synergy_ZIP=3.92, Synergy_Bliss=2.35, Synergy_Loewe=-1.72, Synergy_HSA=2.88.